This data is from Forward reaction prediction with 1.9M reactions from USPTO patents (1976-2016). The task is: Predict the product of the given reaction. (1) Given the reactants [N:1]1([CH2:7][C:8]2[C:9]3[N:10]([N:20]=[C:21]([NH2:23])[N:22]=3)[C:11]([C:14]3[CH:19]=[CH:18][CH:17]=[CH:16][CH:15]=3)=[N:12][CH:13]=2)[CH2:6][CH2:5][O:4][CH2:3][CH2:2]1.Br[C:25]1[CH:30]=[CH:29][C:28]([N:31]2[CH:35]=[C:34]([CH3:36])[N:33]=[CH:32]2)=[C:27]([O:37][CH3:38])[CH:26]=1, predict the reaction product. The product is: [CH3:38][O:37][C:27]1[CH:26]=[C:25]([NH:23][C:21]2[N:22]=[C:9]3[N:10]([C:11]([C:14]4[CH:19]=[CH:18][CH:17]=[CH:16][CH:15]=4)=[N:12][CH:13]=[C:8]3[CH2:7][N:1]3[CH2:6][CH2:5][O:4][CH2:3][CH2:2]3)[N:20]=2)[CH:30]=[CH:29][C:28]=1[N:31]1[CH:35]=[C:34]([CH3:36])[N:33]=[CH:32]1. (2) Given the reactants [OH:1][C@@H:2]([C@H:4]1[C:10](=[O:11])[N:9]2[C@@H:5]1[C@@H:6]([CH3:53])[C:7]([S:25][C@@H:26]1[CH2:30][CH2:29][O:28][C@@H:27]1[CH2:31][NH:32][C:33](=[O:52])[C@@H:34]([NH:38]C(OCC1C=CC([N+]([O-])=O)=CC=1)=O)[CH:35]([CH3:37])[CH3:36])=[C:8]2[C:12]([O:14]CC1C=CC([N+]([O-])=O)=CC=1)=[O:13])[CH3:3].O, predict the reaction product. The product is: [NH2:38][C@@H:34]([CH:35]([CH3:37])[CH3:36])[C:33]([NH:32][CH2:31][C@@H:27]1[C@H:26]([S:25][C:7]2[C@H:6]([CH3:53])[C@H:5]3[N:9]([C:10](=[O:11])[C@@H:4]3[C@H:2]([OH:1])[CH3:3])[C:8]=2[C:12]([OH:14])=[O:13])[CH2:30][CH2:29][O:28]1)=[O:52].